From a dataset of Full USPTO retrosynthesis dataset with 1.9M reactions from patents (1976-2016). Predict the reactants needed to synthesize the given product. (1) Given the product [I:17][C:5]1[O:1][C:2]([C:6]2([OH:11])[CH2:10][CH2:9][CH2:8][CH2:7]2)=[N:3][CH:4]=1, predict the reactants needed to synthesize it. The reactants are: [O:1]1[CH:5]=[CH:4][N:3]=[C:2]1[C:6]1([OH:11])[CH2:10][CH2:9][CH2:8][CH2:7]1.C([Li])CCC.[I:17]I. (2) Given the product [CH:31]([N:18]1[CH:17]([C:10]2[C:11]3[C:16](=[CH:15][CH:14]=[CH:13][CH:12]=3)[N:8]([CH2:7][C:6]([OH:5])=[O:29])[C:9]=2[CH3:28])[C:21]2[CH:22]=[CH:23][CH:24]=[CH:25][C:20]=2[S:19]1(=[O:26])=[O:27])([CH3:33])[CH3:32], predict the reactants needed to synthesize it. The reactants are: C([O:5][C:6](=[O:29])[CH2:7][N:8]1[C:16]2[C:11](=[CH:12][CH:13]=[CH:14][CH:15]=2)[C:10]([CH:17]2[C:21]3[CH:22]=[CH:23][CH:24]=[CH:25][C:20]=3[S:19](=[O:27])(=[O:26])[NH:18]2)=[C:9]1[CH3:28])(C)(C)C.I[CH:31]([CH3:33])[CH3:32].